Task: Regression. Given two drug SMILES strings and cell line genomic features, predict the synergy score measuring deviation from expected non-interaction effect.. Dataset: NCI-60 drug combinations with 297,098 pairs across 59 cell lines (1) Drug 1: CC1CCCC2(C(O2)CC(NC(=O)CC(C(C(=O)C(C1O)C)(C)C)O)C(=CC3=CSC(=N3)C)C)C. Drug 2: CC12CCC3C(C1CCC2OP(=O)(O)O)CCC4=C3C=CC(=C4)OC(=O)N(CCCl)CCCl.[Na+]. Cell line: CAKI-1. Synergy scores: CSS=28.0, Synergy_ZIP=-6.70, Synergy_Bliss=-5.72, Synergy_Loewe=-18.2, Synergy_HSA=-2.17. (2) Drug 1: CN(CC1=CN=C2C(=N1)C(=NC(=N2)N)N)C3=CC=C(C=C3)C(=O)NC(CCC(=O)O)C(=O)O. Drug 2: CC1C(C(CC(O1)OC2CC(CC3=C2C(=C4C(=C3O)C(=O)C5=C(C4=O)C(=CC=C5)OC)O)(C(=O)CO)O)N)O.Cl. Cell line: RXF 393. Synergy scores: CSS=37.1, Synergy_ZIP=-7.51, Synergy_Bliss=-6.69, Synergy_Loewe=-3.87, Synergy_HSA=-2.01.